Dataset: Peptide-MHC class II binding affinity with 134,281 pairs from IEDB. Task: Regression. Given a peptide amino acid sequence and an MHC pseudo amino acid sequence, predict their binding affinity value. This is MHC class II binding data. The peptide sequence is YQNPTTYISVGTSTLNQ. The MHC is DRB1_0101 with pseudo-sequence DRB1_0101. The binding affinity (normalized) is 0.724.